Dataset: Full USPTO retrosynthesis dataset with 1.9M reactions from patents (1976-2016). Task: Predict the reactants needed to synthesize the given product. (1) Given the product [CH3:38][O:37][C:34]1[CH:35]=[CH:36][C:31]([C:29]#[C:30][C:7]2[CH2:16][CH2:15][C:14]3[CH:13]=[C:12]([C@H:17]4[CH2:26][CH2:25][C@@:19]5([NH:23][C:22](=[O:24])[O:21][CH2:20]5)[CH2:18]4)[CH:11]=[CH:10][C:9]=3[CH:8]=2)=[CH:32][CH:33]=1, predict the reactants needed to synthesize it. The reactants are: FC(F)(F)S(O[C:7]1[CH2:16][CH2:15][C:14]2[C:9](=[CH:10][CH:11]=[C:12]([C@H:17]3[CH2:26][CH2:25][C@@:19]4([NH:23][C:22](=[O:24])[O:21][CH2:20]4)[CH2:18]3)[CH:13]=2)[CH:8]=1)(=O)=O.[C:29]([C:31]1[CH:36]=[CH:35][C:34]([O:37][CH3:38])=[CH:33][CH:32]=1)#[CH:30]. (2) Given the product [CH2:1]([O:3][C:4]([C:6]1[C:15](=[O:16])[C:14]2[C:9](=[CH:10][C:11]([Br:18])=[C:12]([CH2:17][Br:35])[CH:13]=2)[N:8]([CH2:19][C:20]2[C:25]([F:26])=[CH:24][CH:23]=[CH:22][C:21]=2[F:27])[CH:7]=1)=[O:5])[CH3:2], predict the reactants needed to synthesize it. The reactants are: [CH2:1]([O:3][C:4]([C:6]1[C:15](=[O:16])[C:14]2[C:9](=[CH:10][C:11]([Br:18])=[C:12]([CH3:17])[CH:13]=2)[N:8]([CH2:19][C:20]2[C:25]([F:26])=[CH:24][CH:23]=[CH:22][C:21]=2[F:27])[CH:7]=1)=[O:5])[CH3:2].C1C(=O)N([Br:35])C(=O)C1.N(C(C)(C)C#N)=NC(C)(C)C#N.C(OCC)(=O)C. (3) Given the product [C:13]([C:12]1[CH:15]=[CH:16][C:9]([NH:8][C:2]2[N:7]=[CH:6][CH:5]=[CH:4][N:3]=2)=[CH:10][C:11]=1[OH:17])#[N:14], predict the reactants needed to synthesize it. The reactants are: Cl[C:2]1[N:7]=[CH:6][CH:5]=[CH:4][N:3]=1.[NH2:8][C:9]1[CH:16]=[CH:15][C:12]([C:13]#[N:14])=[C:11]([OH:17])[CH:10]=1. (4) The reactants are: C([O:5][C:6](=[O:32])[CH2:7][N:8]([C:20](=[O:31])[CH2:21][CH2:22][NH:23][C:24]([O:26][C:27]([CH3:30])([CH3:29])[CH3:28])=[O:25])[CH2:9][CH2:10][C:11]1[CH:16]=[CH:15][C:14]([N+:17]([O-:19])=[O:18])=[CH:13][CH:12]=1)(C)(C)C.O.[OH-].[Na+].C(O)(=O)C. Given the product [C:27]([O:26][C:24]([NH:23][CH2:22][CH2:21][C:20]([N:8]([CH2:7][C:6]([OH:32])=[O:5])[CH2:9][CH2:10][C:11]1[CH:12]=[CH:13][C:14]([N+:17]([O-:19])=[O:18])=[CH:15][CH:16]=1)=[O:31])=[O:25])([CH3:30])([CH3:28])[CH3:29], predict the reactants needed to synthesize it. (5) Given the product [C:1]([NH:5][C:6](=[O:9])[CH:7]=[CH2:8])([CH3:4])([CH3:3])[CH3:2].[C:10]([NH2:14])(=[O:13])[CH:11]=[CH2:12], predict the reactants needed to synthesize it. The reactants are: [C:1]([NH:5][C:6](=[O:9])[CH:7]=[CH2:8])([CH3:4])([CH3:3])[CH3:2].[C:10]([NH2:14])(=[O:13])[CH:11]=[CH2:12]. (6) Given the product [C:20]([CH2:19][C@H:18]1[C:17]2[C:12](=[CH:13][CH:14]=[CH:15][CH:16]=2)[NH:11][C:10](=[O:24])[C@@H:9]1[NH:8][C:57]([C:52]1[NH:53][C:54]2[C:50]([CH:51]=1)=[CH:49][C:48]([Cl:47])=[CH:56][CH:55]=2)=[O:58])([O:22][CH3:23])=[O:21], predict the reactants needed to synthesize it. The reactants are: FC(F)(F)C(O)=O.[NH2:8][C@H:9]1[C@H:18]([CH2:19][C:20]([O:22][CH3:23])=[O:21])[C:17]2[C:12](=[CH:13][CH:14]=[CH:15][CH:16]=2)[NH:11][C:10]1=[O:24].Cl.CN(C)CCCN=C=NCC.ON1C2N=CC=CC=2N=N1.[Cl:47][C:48]1[CH:49]=[C:50]2[C:54](=[CH:55][CH:56]=1)[NH:53][C:52]([C:57](O)=[O:58])=[CH:51]2.C(N(C(C)C)CC)(C)C.